Predict the reactants needed to synthesize the given product. From a dataset of Full USPTO retrosynthesis dataset with 1.9M reactions from patents (1976-2016). (1) Given the product [C:11]([NH:6][C:5]1[CH:4]=[C:3]([CH2:1][CH3:2])[CH:9]=[CH:8][CH:7]=1)(=[O:12])[CH3:10], predict the reactants needed to synthesize it. The reactants are: [CH2:1]([C:3]1[CH:4]=[C:5]([CH:7]=[CH:8][CH:9]=1)[NH2:6])[CH3:2].[CH3:10][C:11](OC(C)=O)=[O:12]. (2) The reactants are: [CH:1]1([CH2:7][CH2:8][CH2:9][C@@H:10]([C:19]([NH:21][C@@H:22]([CH2:28][OH:29])[C:23]([O:25][CH2:26][CH3:27])=[O:24])=O)[CH2:11][C:12]([O:14][C:15]([CH3:18])([CH3:17])[CH3:16])=[O:13])[CH2:6][CH2:5][CH2:4][CH2:3][CH2:2]1.[OH-].COC(NS([N+](CC)(CC)CC)(=O)=O)=O.CC[N+](S(N=C(OC)[O-])(=O)=O)(CC)CC. Given the product [C:15]([O:14][C:12](=[O:13])[CH2:11][C@H:10]([C:19]1[O:29][CH2:28][C@@H:22]([C:23]([O:25][CH2:26][CH3:27])=[O:24])[N:21]=1)[CH2:9][CH2:8][CH2:7][CH:1]1[CH2:2][CH2:3][CH2:4][CH2:5][CH2:6]1)([CH3:16])([CH3:18])[CH3:17], predict the reactants needed to synthesize it.